This data is from Full USPTO retrosynthesis dataset with 1.9M reactions from patents (1976-2016). The task is: Predict the reactants needed to synthesize the given product. (1) Given the product [CH3:1][O:2][C:3]1[C:11]([S:12]([CH3:14])=[O:13])=[C:10]([C:15]([F:18])([F:16])[F:17])[CH:9]=[CH:8][C:4]=1[C:5]([O:7][C:19]1[CH2:24][CH2:23][CH2:22][C:21](=[O:25])[CH:20]=1)=[O:6], predict the reactants needed to synthesize it. The reactants are: [CH3:1][O:2][C:3]1[C:11]([S:12]([CH3:14])=[O:13])=[C:10]([C:15]([F:18])([F:17])[F:16])[CH:9]=[CH:8][C:4]=1[C:5]([OH:7])=[O:6].[C:19]1(=O)[CH2:24][CH2:23][CH2:22][C:21](=[O:25])[CH2:20]1.N1C=CC=CC=1.S(Cl)(Cl)=O. (2) Given the product [CH:10]1([CH2:9][S:8][C:4]2[CH:3]=[C:2]([C:22]#[C:21][CH2:20][NH:19][C:17](=[O:18])[C:16]([F:24])([F:23])[F:15])[CH:7]=[CH:6][CH:5]=2)[CH2:14][CH2:13][CH2:12][CH2:11]1, predict the reactants needed to synthesize it. The reactants are: Br[C:2]1[CH:3]=[C:4]([S:8][CH2:9][CH:10]2[CH2:14][CH2:13][CH2:12][CH2:11]2)[CH:5]=[CH:6][CH:7]=1.[F:15][C:16]([F:24])([F:23])[C:17]([NH:19][CH2:20][C:21]#[CH:22])=[O:18]. (3) Given the product [CH3:12][C:6]1[N:7]=[C:8]2[C:3]([C:2]([NH:13][C:14]3[CH:19]=[C:18]([CH2:20][O:21][C:22]4[CH:23]=[CH:24][CH:25]=[CH:26][CH:27]=4)[CH:17]=[CH:16][C:15]=3[S:28][C:29]3[CH:30]=[CH:31][C:32]([OH:35])=[CH:33][CH:34]=3)=[CH:11][CH:10]=[N:9]2)=[CH:4][CH:5]=1, predict the reactants needed to synthesize it. The reactants are: Cl[C:2]1[CH:11]=[CH:10][N:9]=[C:8]2[C:3]=1[CH:4]=[CH:5][C:6]([CH3:12])=[N:7]2.[NH2:13][C:14]1[CH:19]=[C:18]([CH2:20][O:21][C:22]2[CH:27]=[CH:26][CH:25]=[CH:24][CH:23]=2)[CH:17]=[CH:16][C:15]=1[S:28][C:29]1[CH:34]=[CH:33][C:32]([OH:35])=[CH:31][CH:30]=1. (4) The reactants are: [OH:1][C:2]1[CH:7]=[CH:6][C:5](/[CH:8]=[CH:9]/[C:10]([O:12][CH2:13][CH3:14])=[O:11])=[C:4]([C:15]([F:18])([F:17])[F:16])[CH:3]=1.[H][H]. Given the product [OH:1][C:2]1[CH:7]=[CH:6][C:5]([CH2:8][CH2:9][C:10]([O:12][CH2:13][CH3:14])=[O:11])=[C:4]([C:15]([F:16])([F:17])[F:18])[CH:3]=1, predict the reactants needed to synthesize it. (5) Given the product [Cl:5][C:6]1[CH:37]=[CH:36][C:9]([CH2:10][O:11][C:12]2[CH:17]=[CH:16][N:15]([C:18]3[CH:19]=[CH:20][C:21]4[N:25]=[C:24]([CH:26]5[CH2:28][CH:27]5[C:29]([OH:31])([CH2:1][CH3:2])[CH2:38][CH3:39])[N:23]([CH3:33])[C:22]=4[CH:34]=3)[C:14](=[O:35])[CH:13]=2)=[CH:8][CH:7]=1, predict the reactants needed to synthesize it. The reactants are: [CH2:1]([Mg]Br)[CH3:2].[Cl:5][C:6]1[CH:37]=[CH:36][C:9]([CH2:10][O:11][C:12]2[CH:17]=[CH:16][N:15]([C:18]3[CH:19]=[CH:20][C:21]4[N:25]=[C:24]([CH:26]5[CH2:28][CH:27]5[C:29]([O:31]C)=O)[N:23]([CH3:33])[C:22]=4[CH:34]=3)[C:14](=[O:35])[CH:13]=2)=[CH:8][CH:7]=1.[CH2:38]1COC[CH2:39]1.